Dataset: Forward reaction prediction with 1.9M reactions from USPTO patents (1976-2016). Task: Predict the product of the given reaction. (1) Given the reactants C[O:2][C:3](=O)[CH2:4][CH2:5][C@H:6]([C@@H:8]1[C@:25]2([CH3:26])[C:11]([C:12]3[CH2:13][CH2:14][C@@H:15]4[C@:20]([C:22]=3[CH2:23][CH2:24]2)([CH3:21])[CH2:19][CH2:18][C@H:17]([O:27][Si:28]([C:31]([CH3:34])([CH3:33])[CH3:32])([CH3:30])[CH3:29])[C:16]4([CH3:36])[CH3:35])=[CH:10][CH2:9]1)[CH3:7].[H-].[Al+3].[Li+].[H-].[H-].[H-], predict the reaction product. The product is: [Si:28]([O:27][C@H:17]1[CH2:18][CH2:19][C@@:20]2([CH3:21])[C@@H:15]([CH2:14][CH2:13][C:12]3[C:11]4[C@:25]([CH3:26])([CH2:24][CH2:23][C:22]=32)[C@@H:8]([C@H:6]([CH3:7])[CH2:5][CH2:4][CH2:3][OH:2])[CH2:9][CH:10]=4)[C:16]1([CH3:35])[CH3:36])([C:31]([CH3:34])([CH3:32])[CH3:33])([CH3:30])[CH3:29]. (2) The product is: [C:29]1([CH3:34])[CH:30]=[CH:31][CH:32]=[CH:33][C:28]=1[C:20]1[C:21]2[CH:27]=[CH:26][CH:25]=[CH:24][C:22]=2[S:23][C:19]=1[CH2:18][N:7]1[CH:8]=[N:9][C:10]2[C:6]1=[N:5][CH:4]=[N:3][C:11]=2[NH2:12]. Given the reactants [H-].[Na+].[N:3]1[C:11]([NH2:12])=[C:10]2[C:6]([NH:7][CH:8]=[N:9]2)=[N:5][CH:4]=1.CS(O[CH2:18][C:19]1[S:23][C:22]2[CH:24]=[CH:25][CH:26]=[CH:27][C:21]=2[C:20]=1[C:28]1[CH:33]=[CH:32][CH:31]=[CH:30][C:29]=1[CH3:34])(=O)=O, predict the reaction product. (3) Given the reactants [NH2:1][C:2]1[N:7]=[CH:6][C:5]2[C:8]([C:11]3[CH2:12][CH2:13][N:14]([C:17]([NH2:19])=[O:18])[CH2:15][CH:16]=3)=[CH:9][O:10][C:4]=2[C:3]=1[O:20][C@@H:21]([C:23]1[C:28]([Cl:29])=[CH:27][CH:26]=[C:25]([F:30])[C:24]=1[Cl:31])[CH3:22].CCOC(C)=O, predict the reaction product. The product is: [NH2:1][C:2]1[N:7]=[CH:6][C:5]2[C:8]([CH:11]3[CH2:12][CH2:13][N:14]([C:17]([NH2:19])=[O:18])[CH2:15][CH2:16]3)=[CH:9][O:10][C:4]=2[C:3]=1[O:20][C@@H:21]([C:23]1[C:28]([Cl:29])=[CH:27][CH:26]=[C:25]([F:30])[C:24]=1[Cl:31])[CH3:22]. (4) Given the reactants C([O:7][CH2:8][CH2:9][CH2:10][C@H:11]1[CH2:15][C:14](=[CH2:16])[C@H:13]([CH2:17][CH2:18][C@H:19]2[CH2:24][C@@H:23]([CH3:25])[C:22](=[CH2:26])[C@@H:21]([CH2:27][C@H:28]3[C@H:32]([CH2:33][S:34]([C:37]4[CH:42]=[CH:41][CH:40]=[CH:39][CH:38]=4)(=[O:36])=[O:35])[C@@H:31]([O:43][CH3:44])[C@@H:30]([CH2:45][C@H:46]([O:56][Si:57]([C:60]([CH3:63])([CH3:62])[CH3:61])([CH3:59])[CH3:58])[CH2:47][O:48][Si:49]([C:52]([CH3:55])([CH3:54])[CH3:53])([CH3:51])[CH3:50])[O:29]3)[O:20]2)[O:12]1)(=O)C(C)(C)C.CC(C[AlH]CC(C)C)C, predict the reaction product. The product is: [Si:57]([O:56][C@H:46]([CH2:47][O:48][Si:49]([C:52]([CH3:53])([CH3:55])[CH3:54])([CH3:50])[CH3:51])[CH2:45][C@H:30]1[O:29][C@@H:28]([CH2:27][C@H:21]2[O:20][C@@H:19]([CH2:18][CH2:17][C@@H:13]3[O:12][C@@H:11]([CH2:10][CH2:9][CH2:8][OH:7])[CH2:15][C:14]3=[CH2:16])[CH2:24][C@@H:23]([CH3:25])[C:22]2=[CH2:26])[C@H:32]([CH2:33][S:34]([C:37]2[CH:38]=[CH:39][CH:40]=[CH:41][CH:42]=2)(=[O:35])=[O:36])[C@H:31]1[O:43][CH3:44])([C:60]([CH3:61])([CH3:62])[CH3:63])([CH3:59])[CH3:58]. (5) Given the reactants [Cl:1][C:2]1[CH:10]=[CH:9][C:8]2[NH:7][C:6]3[CH2:11][CH2:12][N:13]([CH3:15])[CH2:14][C:5]=3[C:4]=2[CH:3]=1.P([O-])([O-])([O-])=O.[K+].[K+].[K+].N1CCC[C@H]1C(O)=O.Br[CH:33]=[C:34]([CH:36]1[CH2:41][CH2:40][CH2:39][CH2:38][CH2:37]1)[CH3:35], predict the reaction product. The product is: [Cl:1][C:2]1[CH:10]=[CH:9][C:8]2[N:7](/[CH:33]=[C:34](\[CH:36]3[CH2:41][CH2:40][CH2:39][CH2:38][CH2:37]3)/[CH3:35])[C:6]3[CH2:11][CH2:12][N:13]([CH3:15])[CH2:14][C:5]=3[C:4]=2[CH:3]=1.